Dataset: Forward reaction prediction with 1.9M reactions from USPTO patents (1976-2016). Task: Predict the product of the given reaction. (1) Given the reactants [C:1](Cl)(=[O:7])[CH2:2][CH2:3][CH2:4][CH2:5][CH3:6].[CH2:9]([NH2:12])[CH:10]=[CH2:11], predict the reaction product. The product is: [CH2:9]([NH:12][C:1](=[O:7])[CH2:2][CH2:3][CH2:4][CH2:5][CH3:6])[CH:10]=[CH2:11]. (2) Given the reactants [CH2:1]([O:3][C:4]([C:6]1[CH:7]=[C:8]([C:12]2[CH:17]=[CH:16][CH:15]=[CH:14][C:13]=2Br)[CH:9]=[CH:10][CH:11]=1)=[O:5])[CH3:2].[CH3:19][O:20][C:21]1[CH:26]=[CH:25][C:24]([F:27])=[CH:23][C:22]=1B(O)O.C(=O)([O-])[O-].[K+].[K+], predict the reaction product. The product is: [CH2:1]([O:3][C:4]([C:6]1[CH:7]=[C:8]([C:12]2[C:13]([C:26]3[CH:25]=[C:24]([F:27])[CH:23]=[CH:22][C:21]=3[O:20][CH3:19])=[CH:14][CH:15]=[CH:16][CH:17]=2)[CH:9]=[CH:10][CH:11]=1)=[O:5])[CH3:2]. (3) Given the reactants C(OC([N:11]1[CH2:16][CH2:15][N:14]([CH2:17][CH2:18][C:19]([CH3:32])([CH3:31])[C:20]([N:22]2[CH2:29][CH2:28][C:25]3([CH2:27][CH2:26]3)[C@H:24]([OH:30])[CH2:23]2)=[O:21])[C:13](=[O:33])[C@@H:12]1[CH3:34])=O)C1C=CC=CC=1.Cl, predict the reaction product. The product is: [OH:30][C@@H:24]1[CH2:23][N:22]([C:20](=[O:21])[C:19]([CH3:32])([CH3:31])[CH2:18][CH2:17][N:14]2[CH2:15][CH2:16][NH:11][C@@H:12]([CH3:34])[C:13]2=[O:33])[CH2:29][CH2:28][C:25]21[CH2:27][CH2:26]2. (4) Given the reactants [F:1][C:2]([F:20])([F:19])[C:3]1[CH:4]=[C:5]([CH:16]=[CH:17][CH:18]=1)[S:6][CH2:7][C:8]1[O:12][N:11]=[C:10]([C:13]([OH:15])=O)[CH:9]=1.C(N(CC)CC)C.Cl.C(N=C=NCCCN(C)C)C.ON1C2C=CC=CC=2N=N1.[O:50]1[CH2:55][CH2:54][CH:53]([CH2:56][NH2:57])[CH2:52][CH2:51]1, predict the reaction product. The product is: [O:50]1[CH2:55][CH2:54][CH:53]([CH2:56][NH:57][C:13]([C:10]2[CH:9]=[C:8]([CH2:7][S:6][C:5]3[CH:16]=[CH:17][CH:18]=[C:3]([C:2]([F:1])([F:20])[F:19])[CH:4]=3)[O:12][N:11]=2)=[O:15])[CH2:52][CH2:51]1. (5) Given the reactants [N+:1]([C:4]1[CH:9]=[CH:8][CH:7]=[CH:6][C:5]=1[S:10](Cl)(=[O:12])=[O:11])([O-:3])=[O:2].[CH3:14][O:15][C:16]1[CH:17]=[C:18]([NH2:24])[CH:19]=[N:20][C:21]=1[O:22][CH3:23].N1C=CC=CC=1, predict the reaction product. The product is: [CH3:14][O:15][C:16]1[CH:17]=[C:18]([NH:24][S:10]([C:5]2[CH:6]=[CH:7][CH:8]=[CH:9][C:4]=2[N+:1]([O-:3])=[O:2])(=[O:12])=[O:11])[CH:19]=[N:20][C:21]=1[O:22][CH3:23]. (6) The product is: [C:21]([O:20][C@@H:4]([CH2:3][CH2:2][NH:42][C:55]([O:57][CH2:58][C:59]1[CH:64]=[CH:63][CH:62]=[CH:61][CH:60]=1)=[O:56])[C:48]([OH:50])=[O:51])(=[O:25])[C:72]1[CH:71]=[CH:70][CH:75]=[CH:74][CH:73]=1. Given the reactants C1[C@H](N)[C@@H](O[C@H]2O[C@H](CO)[C@@H](O)[C@H](O)[C@H]2N)[C@H:4]([O:20][C@@H:21]2[O:25][C@H](CO)[C@@H](O[C@H]3O[C@@H](CN)[C@@H](O)[C@H](O)[C@H]3N)[C@H]2O)[C@@H:3](O)[C@@H:2]1[NH2:42].OS(O)(=O)=O.[C:48](=[O:51])([O-:50])[O-].[Na+].[Na+].Cl[C:55]([O:57][CH2:58][C:59]1[CH:64]=[CH:63][CH:62]=[CH:61][CH:60]=1)=[O:56].C(=O)(O)[O-].[Na+].[CH3:70][CH2:71][CH2:72][CH2:73][CH2:74][CH3:75], predict the reaction product. (7) Given the reactants [OH:1][CH2:2][C:3]1[CH:8]=[CH:7][C:6]([CH:9]([OH:13])[CH2:10][NH:11][CH3:12])=[CH:5][CH:4]=1.[Cl:14][C:15]1[CH:37]=[CH:36][C:18]([CH2:19][NH:20][C:21]([C:23]2[C:24](=[O:35])[C:25]3[CH:32]=[C:31]([CH2:33]Cl)[S:30][C:26]=3[N:27]([CH3:29])[CH:28]=2)=[O:22])=[CH:17][CH:16]=1.C(N(C(C)C)CC)(C)C, predict the reaction product. The product is: [Cl:14][C:15]1[CH:37]=[CH:36][C:18]([CH2:19][NH:20][C:21]([C:23]2[C:24](=[O:35])[C:25]3[CH:32]=[C:31]([CH2:33][N:11]([CH2:10][C@@H:9]([OH:13])[C:6]4[CH:7]=[CH:8][C:3]([CH2:2][OH:1])=[CH:4][CH:5]=4)[CH3:12])[S:30][C:26]=3[N:27]([CH3:29])[CH:28]=2)=[O:22])=[CH:17][CH:16]=1. (8) Given the reactants [C:1]([C:3]1[C:11]2[C:6](=[CH:7][CH:8]=[C:9]([CH2:12][CH2:13][N:14]=[N+]=[N-])[CH:10]=2)[NH:5][CH:4]=1)#[N:2].C1(P([C:30]2[CH:35]=[CH:34]C=CC=2)C2C=CC=CC=2)C=CC=CC=1.[C:36](=O)([OH:38])[O-:37].[Na+].Cl[C:42]([O:44][CH2:45][CH:46]=[CH2:47])=[O:43], predict the reaction product. The product is: [CH2:45]([O:44][C:42]([N:5]1[C:6]2[C:11](=[CH:10][C:9]([CH2:12][CH2:13][NH:14][C:36]([O:38][CH2:34][CH:35]=[CH2:30])=[O:37])=[CH:8][CH:7]=2)[C:3]([C:1]#[N:2])=[CH:4]1)=[O:43])[CH:46]=[CH2:47]. (9) Given the reactants [CH3:1][S:2]([N:5]1[CH2:10][CH2:9][CH2:8][C@H:7]([NH:11][C:12]2[C:17]([C:18]3[N:19]=[C:20]4[CH:26]=[CH:25][N:24](COCC[Si](C)(C)C)[C:21]4=[N:22][CH:23]=3)=[CH:16][N:15]=[C:14](S(C)(=O)=O)[N:13]=2)[CH2:6]1)(=[O:4])=[O:3].C[O-].[Na+].[O:42]1CCC[CH2:43]1.CS(C)(=O)=O, predict the reaction product. The product is: [CH3:1][S:2]([N:5]1[CH2:10][CH2:9][CH2:8][C@H:7]([NH:11][C:12]2[C:17]([C:18]3[N:19]=[C:20]4[CH:26]=[CH:25][NH:24][C:21]4=[N:22][CH:23]=3)=[CH:16][N:15]=[C:14]([O:42][CH3:43])[N:13]=2)[CH2:6]1)(=[O:4])=[O:3].